This data is from Experimentally validated miRNA-target interactions with 360,000+ pairs, plus equal number of negative samples. The task is: Binary Classification. Given a miRNA mature sequence and a target amino acid sequence, predict their likelihood of interaction. (1) The miRNA is rno-miR-210-5p with sequence AGCCACUGCCCACAGCACACUG. The protein sequence of the target gene is MEKLAASTEPQGPRPVLGRESVQVPDDQDFRSFRSECEAEVGWNLTYSRAGVSVWVQAVEMDRTLHKIKCRMECCDVPAETLYDVLHDIEYRKKWDSNVIETFDIARLTVNADVGYYSWRCPKPLKNRDVITLRSWLPMGADYIIMNYSVKHPKYPPRKDLVRAVSIQTGYLIQSTGPKSCVITYLAQVDPKGSLPKWVVNKSSQFLAPKAMKKMYKACLKYPEWKQKHLPHFKPWLHPEQSPLPSLALSELSVQHADSLENIDESAVAESREERMGGAGGEGSDDDTSLT. Result: 0 (no interaction). (2) The miRNA is rno-miR-409a-3p with sequence AAUGUUGCUCGGUGAACCCC. The protein sequence of the target gene is MIPQVVTSETVAMISPNGMSLPQTDKPQPFHQWQDSLKKHLKAEIKVMAAIQIMCAVMVLSLGIILASVPSNLHFTSVFSVLLKSGYPFIGALFFIVSGILSIVTETKSTKILVDSSLTLNILSVSFAFMGIIIISVSLAGLHPASEQCLQSKELRPTEYHYYQFLDRNECFAAKSVLAGVFSLMLISTMLELGLAVLTAMLWWKQSHSNIPGNVMFLPHSSNNDSNMESKVLCNPSYEEQLVC. Result: 0 (no interaction).